The task is: Predict the reactants needed to synthesize the given product.. This data is from Full USPTO retrosynthesis dataset with 1.9M reactions from patents (1976-2016). (1) Given the product [F:19][C:18]([F:20])([F:21])[CH:17]([NH:16][C:14](=[O:15])[O:13][CH2:6][C:7]1[CH:12]=[CH:11][CH:10]=[CH:9][CH:8]=1)[CH2:22][OH:23], predict the reactants needed to synthesize it. The reactants are: [Cl-].[Ca+2].[Cl-].[BH4-].[Na+].[CH2:6]([O:13][C:14]([NH:16][C@H:17]([C:22](OCC)=[O:23])[C:18]([F:21])([F:20])[F:19])=[O:15])[C:7]1[CH:12]=[CH:11][CH:10]=[CH:9][CH:8]=1. (2) Given the product [CH2:1]([O:8][C:9]1[CH:14]=[CH:13][C:12]([NH2:15])=[C:11]([F:18])[CH:10]=1)[C:2]1[CH:3]=[CH:4][CH:5]=[CH:6][CH:7]=1, predict the reactants needed to synthesize it. The reactants are: [CH2:1]([O:8][C:9]1[CH:14]=[CH:13][C:12]([N+:15]([O-])=O)=[C:11]([F:18])[CH:10]=1)[C:2]1[CH:7]=[CH:6][CH:5]=[CH:4][CH:3]=1.[Cl-].[NH4+]. (3) Given the product [CH3:11][O:10][C:8]([C:7]1[CH:6]=[CH:5][C:4]([C:3]2([C:2]([OH:14])=[O:1])[CH2:26][CH2:25][CH2:24][CH2:23][CH2:22]2)=[CH:13][CH:12]=1)=[O:9], predict the reactants needed to synthesize it. The reactants are: [O:1]=[C:2]([O:14]C1CCCCO1)[CH2:3][C:4]1[CH:13]=[CH:12][C:7]([C:8]([O:10][CH3:11])=[O:9])=[CH:6][CH:5]=1.Br[CH2:22][CH2:23][CH2:24][CH2:25][CH2:26]Br.[H-].[Na+].Cl.